This data is from Peptide-MHC class I binding affinity with 185,985 pairs from IEDB/IMGT. The task is: Regression. Given a peptide amino acid sequence and an MHC pseudo amino acid sequence, predict their binding affinity value. This is MHC class I binding data. (1) The binding affinity (normalized) is 0.467. The MHC is HLA-A24:03 with pseudo-sequence HLA-A24:03. The peptide sequence is EHFYWGSVF. (2) The peptide sequence is MPFIATPPV. The binding affinity (normalized) is 0.898. The MHC is HLA-A68:23 with pseudo-sequence HLA-A68:23.